Task: Predict which catalyst facilitates the given reaction.. Dataset: Catalyst prediction with 721,799 reactions and 888 catalyst types from USPTO (1) The catalyst class is: 3. Product: [C:1]1([C:11]2[CH:16]=[CH:15][CH:14]=[CH:13][CH:12]=2)[CH:6]=[CH:5][C:4]([S:7]([NH:10][C:41]([NH:40][CH2:39][CH2:38][C:35]2[CH:36]=[CH:37][C:32]([N:31]3[C:24]4=[N:25][C:26]([CH3:30])=[CH:27][C:28]([CH3:29])=[C:23]4[N:22]=[C:21]3[CH2:19][CH3:20])=[CH:33][CH:34]=2)=[O:42])(=[O:8])=[O:9])=[CH:3][CH:2]=1. Reactant: [C:1]1([C:11]2[CH:16]=[CH:15][CH:14]=[CH:13][CH:12]=2)[CH:6]=[CH:5][C:4]([S:7]([NH2:10])(=[O:9])=[O:8])=[CH:3][CH:2]=1.[H-].[Na+].[CH2:19]([C:21]1[N:31]([C:32]2[CH:37]=[CH:36][C:35]([CH2:38][CH2:39][NH:40][C:41](=O)[O:42]C3C=CC=CC=3)=[CH:34][CH:33]=2)[C:24]2=[N:25][C:26]([CH3:30])=[CH:27][C:28]([CH3:29])=[C:23]2[N:22]=1)[CH3:20].O. (2) Reactant: [H-].[Na+].[CH2:3]([N:5]([CH2:40][CH3:41])[C:6]([C:8]1[NH:9][C:10]2[C:15]([C:16]=1[CH2:17][N:18]([CH2:25][C:26]1[CH:31]=[C:30]([C:32]([F:35])([F:34])[F:33])[CH:29]=[C:28]([C:36]([F:39])([F:38])[F:37])[CH:27]=1)[C:19]1[N:20]=[N:21][N:22]([CH3:24])[N:23]=1)=[CH:14][CH:13]=[CH:12][CH:11]=2)=[O:7])[CH3:4].[CH3:42]I. Product: [CH2:40]([N:5]([CH2:3][CH3:4])[C:6]([C:8]1[N:9]([CH3:42])[C:10]2[C:15]([C:16]=1[CH2:17][N:18]([CH2:25][C:26]1[CH:31]=[C:30]([C:32]([F:33])([F:34])[F:35])[CH:29]=[C:28]([C:36]([F:39])([F:38])[F:37])[CH:27]=1)[C:19]1[N:20]=[N:21][N:22]([CH3:24])[N:23]=1)=[CH:14][CH:13]=[CH:12][CH:11]=2)=[O:7])[CH3:41]. The catalyst class is: 3. (3) Reactant: [CH2:1]([C:5]1[C:9]([CH2:10][CH2:11][CH2:12][OH:13])=[CH:8][N:7]([C:14]2[CH:19]=[CH:18][C:17]([C:20]([F:23])([F:22])[F:21])=[CH:16][N:15]=2)[N:6]=1)[CH2:2][CH2:3][CH3:4].O[C:25]1[C:29]([CH2:30][C:31]([O:33]C)=[O:32])=[CH:28][N:27]([CH3:35])[N:26]=1.C(P(CCCC)CCCC)CCC.N(C(N1CCCCC1)=O)=NC(N1CCCCC1)=O. Product: [CH2:1]([C:5]1[C:9]([CH2:10][CH2:11][CH2:12][O:13][C:25]2[C:29]([CH2:30][C:31]([OH:33])=[O:32])=[CH:28][N:27]([CH3:35])[N:26]=2)=[CH:8][N:7]([C:14]2[CH:19]=[CH:18][C:17]([C:20]([F:21])([F:22])[F:23])=[CH:16][N:15]=2)[N:6]=1)[CH2:2][CH2:3][CH3:4]. The catalyst class is: 7. (4) Reactant: Br[C:2]1[CH:17]=[CH:16][C:5]2[N:6]([C:9]3[CH:14]=[CH:13][C:12]([F:15])=[CH:11][CH:10]=3)[N:7]=[N:8][C:4]=2[CH:3]=1.C([Li])CCC.[CH3:23][C:24]1([CH3:45])[O:28][CH:27]([CH2:29][N:30]2[C:38]3[C:33](=[CH:34][CH:35]=[CH:36][CH:37]=3)[C:32]([C:39](=[O:44])[C:40]([F:43])([F:42])[F:41])=[CH:31]2)[CH2:26][O:25]1. Product: [CH3:23][C:24]1([CH3:45])[O:28][CH:27]([CH2:29][N:30]2[C:38]3[C:33](=[CH:34][CH:35]=[CH:36][CH:37]=3)[C:32]([C:39]([C:2]3[CH:17]=[CH:16][C:5]4[N:6]([C:9]5[CH:14]=[CH:13][C:12]([F:15])=[CH:11][CH:10]=5)[N:7]=[N:8][C:4]=4[CH:3]=3)([OH:44])[C:40]([F:43])([F:42])[F:41])=[CH:31]2)[CH2:26][O:25]1. The catalyst class is: 1.